From a dataset of Reaction yield outcomes from USPTO patents with 853,638 reactions. Predict the reaction yield, written as a fraction of the theoretical maximum amount of product (1.0 means a 100% yield; for example, 0.34 means a 34% yield). The reactants are [CH2:1]([S:3]([N:6]1[CH2:11][CH2:10][CH:9]([C:12]2[C:20]3[C:15](=[C:16]([C:29]([NH2:31])=[O:30])[CH:17]=[C:18]([C:21]4[CH:26]=[CH:25][CH:24]=[C:23]([CH:27]=O)[CH:22]=4)[CH:19]=3)[NH:14][CH:13]=2)[CH2:8][CH2:7]1)(=[O:5])=[O:4])[CH3:2].[NH2:32][CH2:33][C@@H:34]([OH:36])[CH3:35].[BH-](OC(C)=O)(OC(C)=O)OC(C)=O.[Na+]. No catalyst specified. The product is [CH2:1]([S:3]([N:6]1[CH2:7][CH2:8][CH:9]([C:12]2[C:20]3[C:15](=[C:16]([C:29]([NH2:31])=[O:30])[CH:17]=[C:18]([C:21]4[CH:26]=[CH:25][CH:24]=[C:23]([CH2:27][NH:32][CH2:33][C@@H:34]([OH:36])[CH3:35])[CH:22]=4)[CH:19]=3)[NH:14][CH:13]=2)[CH2:10][CH2:11]1)(=[O:5])=[O:4])[CH3:2]. The yield is 0.230.